From a dataset of Peptide-MHC class II binding affinity with 134,281 pairs from IEDB. Regression. Given a peptide amino acid sequence and an MHC pseudo amino acid sequence, predict their binding affinity value. This is MHC class II binding data. The peptide sequence is RYANPIAFFRKEPLK. The MHC is HLA-DPA10201-DPB10101 with pseudo-sequence HLA-DPA10201-DPB10101. The binding affinity (normalized) is 0.451.